From a dataset of Forward reaction prediction with 1.9M reactions from USPTO patents (1976-2016). Predict the product of the given reaction. (1) Given the reactants C(OC(=O)N[C:8](=[O:40])[CH2:9][CH2:10][CH2:11][C@H:12]([NH:32][C:33]([O:35][C:36]([CH3:39])([CH3:38])[CH3:37])=[O:34])[CH2:13][O:14][Si:15]([C:28]([CH3:31])([CH3:30])[CH3:29])([C:22]1[CH:27]=[CH:26][CH:25]=[CH:24][CH:23]=1)[C:16]1[CH:21]=[CH:20][CH:19]=[CH:18][CH:17]=1)(C)(C)C.[BH4-].[Na+], predict the reaction product. The product is: [C:36]([O:35][C:33](=[O:34])[NH:32][C@@H:12]([CH2:11][CH2:10][CH2:9][CH2:8][OH:40])[CH2:13][O:14][Si:15]([C:28]([CH3:29])([CH3:30])[CH3:31])([C:22]1[CH:27]=[CH:26][CH:25]=[CH:24][CH:23]=1)[C:16]1[CH:17]=[CH:18][CH:19]=[CH:20][CH:21]=1)([CH3:39])([CH3:37])[CH3:38]. (2) Given the reactants Cl[Si](C(C)(C)C)(C)C.N1C=CN=C1.[Si:14]([O:21][CH2:22][C:23]1[C:29](OC)=[CH:28][C:26]([NH2:27])=[C:25]([Cl:32])[CH:24]=1)([C:17]([CH3:20])([CH3:19])[CH3:18])([CH3:16])[CH3:15], predict the reaction product. The product is: [Si:14]([O:21][CH2:22][C:23]1[CH:29]=[CH:28][C:26]([NH2:27])=[C:25]([Cl:32])[CH:24]=1)([C:17]([CH3:20])([CH3:19])[CH3:18])([CH3:16])[CH3:15]. (3) Given the reactants [OH:1][CH2:2][C:3](=[O:5])[CH3:4].[O:6]1[CH:11]=[CH:10][CH2:9][CH2:8][CH2:7]1.C1(C)C=CC(S([O-])(=O)=O)=CC=1.[NH+]1C=CC=CC=1, predict the reaction product. The product is: [O:6]1[CH2:11][CH2:10][CH2:9][CH2:8][CH:7]1[O:1][CH2:2][C:3](=[O:5])[CH3:4].